Dataset: Full USPTO retrosynthesis dataset with 1.9M reactions from patents (1976-2016). Task: Predict the reactants needed to synthesize the given product. Given the product [Cl:1][C:2]1[S:6][C:5]([C:7]2[O:11][N:10]=[C:9]([CH2:12][N:13]3[C:17]([C:18]([OH:20])=[O:19])=[CH:16][C:15]([CH2:21][O:22][CH2:24][CH2:25][O:26][CH3:27])=[N:14]3)[CH:8]=2)=[CH:4][CH:3]=1, predict the reactants needed to synthesize it. The reactants are: [Cl:1][C:2]1[S:6][C:5]([C:7]2[O:11][N:10]=[C:9]([CH2:12][N:13]3[C:17]([C:18]([OH:20])=[O:19])=[CH:16][C:15]([CH2:21][OH:22])=[N:14]3)[CH:8]=2)=[CH:4][CH:3]=1.Br[CH2:24][CH2:25][O:26][CH3:27].Cl.